Dataset: Catalyst prediction with 721,799 reactions and 888 catalyst types from USPTO. Task: Predict which catalyst facilitates the given reaction. (1) Reactant: [C:1]([O:5][C:6]([NH:8][CH2:9][C:10]1[N:11]([CH2:33][CH:34]([CH3:36])[CH3:35])[C:12](=[O:32])[C:13]2[C:18]([C:19]=1[C:20]1[CH:25]=[CH:24][C:23]([F:26])=[CH:22][CH:21]=1)=[CH:17][C:16](/[CH:27]=[CH:28]/[C:29]([OH:31])=O)=[CH:15][CH:14]=2)=[O:7])([CH3:4])([CH3:3])[CH3:2].[NH4+].O[N:39]1C2C=CC=CC=2N=N1.O. Product: [C:1]([O:5][C:6]([NH:8][CH2:9][C:10]1[N:11]([CH2:33][CH:34]([CH3:36])[CH3:35])[C:12](=[O:32])[C:13]2[C:18]([C:19]=1[C:20]1[CH:21]=[CH:22][C:23]([F:26])=[CH:24][CH:25]=1)=[CH:17][C:16](/[CH:27]=[CH:28]/[C:29]([NH2:39])=[O:31])=[CH:15][CH:14]=2)=[O:7])([CH3:4])([CH3:2])[CH3:3]. The catalyst class is: 9. (2) Reactant: [NH2:1][C:2]1[CH:11]=[CH:10][C:9]([Br:12])=[CH:8][C:3]=1[C:4](OC)=[O:5].[CH3:13][NH2:14].O. Product: [NH2:1][C:2]1[CH:11]=[CH:10][C:9]([Br:12])=[CH:8][C:3]=1[C:4]([NH:14][CH3:13])=[O:5]. The catalyst class is: 6. (3) Reactant: [Cl:1][C:2]1[CH:3]=[C:4]([NH:9][S:10]([C:13]2[CH:22]=[CH:21][C:20]([O:23][CH3:24])=[C:19]3[C:14]=2[CH2:15][CH2:16][C@H:17]([NH:25]C(=O)C(F)(F)F)[CH2:18]3)(=[O:12])=[O:11])[CH:5]=[C:6]([Cl:8])[CH:7]=1.[OH-].[Na+].Cl. Product: [NH2:25][C@H:17]1[CH2:16][CH2:15][C:14]2[C:13]([S:10]([NH:9][C:4]3[CH:5]=[C:6]([Cl:8])[CH:7]=[C:2]([Cl:1])[CH:3]=3)(=[O:11])=[O:12])=[CH:22][CH:21]=[C:20]([O:23][CH3:24])[C:19]=2[CH2:18]1. The catalyst class is: 5.